Dataset: Reaction yield outcomes from USPTO patents with 853,638 reactions. Task: Predict the reaction yield, written as a fraction of the theoretical maximum amount of product (1.0 means a 100% yield; for example, 0.34 means a 34% yield). (1) The reactants are [Br:1][C:2]1[CH:19]=[CH:18][C:5]2[C:6]3[N:7]([CH:11]=[C:12]([C:14]([O:16]C)=[O:15])[N:13]=3)[CH2:8][CH2:9][O:10][C:4]=2[CH:3]=1.[Li+].[OH-]. The catalyst is C1COCC1.O. The product is [Br:1][C:2]1[CH:19]=[CH:18][C:5]2[C:6]3[N:7]([CH:11]=[C:12]([C:14]([OH:16])=[O:15])[N:13]=3)[CH2:8][CH2:9][O:10][C:4]=2[CH:3]=1. The yield is 0.905. (2) The reactants are [C:1]([O:9]CC)(=O)[CH2:2][C:3]([O:5][CH2:6][CH3:7])=[O:4].[H-].[Na+].[H][H].[F:16][C:17]1[CH:36]=[CH:35][C:20]([CH2:21][N:22]2[C:27]3[CH:28]=[CH:29][C:30]([CH3:32])=[CH:31][C:26]=3[C:25](=O)[O:24]C2=O)=[CH:19][CH:18]=1.Cl. The catalyst is CC(N(C)C)=O. The product is [CH2:6]([O:5][C:3]([C:2]1[C:1](=[O:9])[N:22]([CH2:21][C:20]2[CH:35]=[CH:36][C:17]([F:16])=[CH:18][CH:19]=2)[C:27]2[C:26]([C:25]=1[OH:24])=[CH:31][C:30]([CH3:32])=[CH:29][CH:28]=2)=[O:4])[CH3:7]. The yield is 0.710. (3) The reactants are Br[C:2]1[CH:3]=[CH:4][C:5]([O:12][C:13]([F:16])([F:15])[F:14])=[C:6]([NH:8][C:9](=[O:11])[CH3:10])[CH:7]=1.C[Si]([N-][Si](C)(C)C)(C)C.[Li+].[CH3:27][N:28]1[CH2:33][CH2:32][NH:31][CH2:30][CH2:29]1. The catalyst is C1C=CC(/C=C/C(/C=C/C2C=CC=CC=2)=O)=CC=1.C1C=CC(/C=C/C(/C=C/C2C=CC=CC=2)=O)=CC=1.C1C=CC(/C=C/C(/C=C/C2C=CC=CC=2)=O)=CC=1.[Pd].[Pd].C1(P(C2CCCCC2)C2C=CC=CC=2C2C=CC=CC=2N(C)C)CCCCC1. The product is [F:14][C:13]([F:16])([F:15])[O:12][C:5]1[CH:4]=[CH:3][C:2]([N:31]2[CH2:32][CH2:33][N:28]([CH3:27])[CH2:29][CH2:30]2)=[CH:7][C:6]=1[NH:8][C:9](=[O:11])[CH3:10]. The yield is 0.880. (4) The reactants are [N:1]([CH:4]1[CH2:13][CH2:12][CH2:11][C:10]2[N:9]=[CH:8][CH:7]=[N:6][C:5]1=2)=[N+]=[N-]. The catalyst is [Pd]. The product is [N:9]1[C:10]2[CH2:11][CH2:12][CH2:13][CH:4]([NH2:1])[C:5]=2[N:6]=[CH:7][CH:8]=1. The yield is 0.990. (5) The reactants are [Br:1][C:2]1[CH:16]=[C:15](/[CH:17]=[CH:18]/[CH:19]([C:24]2[CH:29]=[C:28]([Cl:30])[C:27]([Cl:31])=[C:26]([Cl:32])[CH:25]=2)[C:20]([F:23])([F:22])[F:21])[CH:14]=[CH:13][C:3]=1[C:4]([NH:6][CH:7]1[CH2:12][CH2:11][NH:10][CH2:9][CH2:8]1)=[O:5].[CH2:33]([N:35](CC)CC)[CH3:34].BrCC#N. The catalyst is C1COCC1.C(OCC)(=O)C. The product is [Br:1][C:2]1[CH:16]=[C:15](/[CH:17]=[CH:18]/[CH:19]([C:24]2[CH:25]=[C:26]([Cl:32])[C:27]([Cl:31])=[C:28]([Cl:30])[CH:29]=2)[C:20]([F:23])([F:21])[F:22])[CH:14]=[CH:13][C:3]=1[C:4]([NH:6][CH:7]1[CH2:12][CH2:11][N:10]([CH2:34][C:33]#[N:35])[CH2:9][CH2:8]1)=[O:5]. The yield is 0.468. (6) The yield is 0.941. The reactants are [CH2:1]([OH:10])[C@H:2]1[O:7][C:5](=[O:6])[C@H:4]([OH:8])[C@@H:3]1[OH:9].CO.[OH:13][C:14]1[CH:15]=[C:16]([CH:20]=[CH:21][C:22]=1[OH:23])[CH2:17][CH2:18][NH2:19].C(N(CC)CC)C. The catalyst is CC(C)=O. The product is [O:6]=[C:5]([NH2:19])[C@@H:4]([C@@H:3]([C@@H:2]([CH2:1][OH:10])[OH:7])[OH:9])[OH:8].[NH2:19][CH2:18][CH2:17][C:16]1[CH:20]=[CH:21][C:22]([OH:23])=[C:14]([OH:13])[CH:15]=1. (7) The reactants are Br[C:2]1[CH:8]=[C:7]([N+:9]([O-:11])=[O:10])[CH:6]=[CH:5][C:3]=1[NH2:4].[C:12]([C:14]1[CH:19]=[CH:18][CH:17]=[CH:16][CH:15]=1)#[CH:13]. The catalyst is C(N(CC)CC)C.[Cu]I.Cl[Pd](Cl)([P](C1C=CC=CC=1)(C1C=CC=CC=1)C1C=CC=CC=1)[P](C1C=CC=CC=1)(C1C=CC=CC=1)C1C=CC=CC=1. The product is [N+:9]([C:7]1[CH:6]=[CH:5][C:3]([NH2:4])=[C:2]([C:13]#[C:12][C:14]2[CH:19]=[CH:18][CH:17]=[CH:16][CH:15]=2)[CH:8]=1)([O-:11])=[O:10]. The yield is 0.140. (8) The reactants are [C:1]([C:3]1[C:8]([O:9][CH2:10][C:11]([CH3:19])([CH3:18])[C:12](=[O:17])[NH:13][CH2:14][CH2:15][CH3:16])=[CH:7][CH:6]=[CH:5][C:4]=1[NH:20][C:21]([NH:23]C(=O)C1C=CC=CC=1)=[O:22])#[N:2].[OH-].[Na+]. The catalyst is CCO. The product is [NH2:2][C:1]1[C:3]2[C:4](=[CH:5][CH:6]=[CH:7][C:8]=2[O:9][CH2:10][C:11]([CH3:19])([CH3:18])[C:12]([NH:13][CH2:14][CH2:15][CH3:16])=[O:17])[NH:20][C:21](=[O:22])[N:23]=1. The yield is 0.760. (9) The reactants are [CH2:1]([O:3][C:4](=[O:14])[C:5]([CH:12]=O)([CH3:11])[CH2:6][CH2:7][CH:8]([CH3:10])[CH3:9])[CH3:2].[F:15][C:16]1[CH:23]=[CH:22][C:19]([CH2:20][NH2:21])=[CH:18][CH:17]=1.C(O)(=O)C.C([BH3-])#N.[Na+]. The catalyst is C(O)C. The product is [CH2:1]([O:3][C:4](=[O:14])[C:5]([CH2:12][NH:21][CH2:20][C:19]1[CH:22]=[CH:23][C:16]([F:15])=[CH:17][CH:18]=1)([CH3:11])[CH2:6][CH2:7][CH:8]([CH3:10])[CH3:9])[CH3:2]. The yield is 0.490. (10) The reactants are [CH:1]1([NH:7][C:8]2[CH:28]=[CH:27][C:11]([C:12]([O:14][CH2:15][CH2:16][O:17][CH2:18][CH2:19][C:20]([O:22][C:23]([CH3:26])([CH3:25])[CH3:24])=[O:21])=[O:13])=[CH:10][C:9]=2[N+:29]([O-])=O)[CH2:6][CH2:5][CH2:4][CH2:3][CH2:2]1.[H][H]. The catalyst is [OH-].[OH-].[Pd+2]. The product is [NH2:29][C:9]1[CH:10]=[C:11]([CH:27]=[CH:28][C:8]=1[NH:7][CH:1]1[CH2:6][CH2:5][CH2:4][CH2:3][CH2:2]1)[C:12]([O:14][CH2:15][CH2:16][O:17][CH2:18][CH2:19][C:20]([O:22][C:23]([CH3:26])([CH3:24])[CH3:25])=[O:21])=[O:13]. The yield is 0.980.